This data is from Peptide-MHC class II binding affinity with 134,281 pairs from IEDB. The task is: Regression. Given a peptide amino acid sequence and an MHC pseudo amino acid sequence, predict their binding affinity value. This is MHC class II binding data. (1) The peptide sequence is SFGIVVAWQVKLLPV. The MHC is HLA-DQA10104-DQB10503 with pseudo-sequence HLA-DQA10104-DQB10503. The binding affinity (normalized) is 0.328. (2) The peptide sequence is LSQLQTYMIQFDQYI. The MHC is HLA-DQA10102-DQB10602 with pseudo-sequence HLA-DQA10102-DQB10602. The binding affinity (normalized) is 0.0138. (3) The peptide sequence is DIKLIDVEMTREASR. The MHC is H-2-IEd with pseudo-sequence H-2-IEd. The binding affinity (normalized) is 0.175. (4) The peptide sequence is VIDWLVSNQSVRNRQEGLY. The binding affinity (normalized) is 0.313. The MHC is DRB5_0101 with pseudo-sequence DRB5_0101. (5) The peptide sequence is DIKVQFQSGGNNSPA. The MHC is HLA-DQA10301-DQB10302 with pseudo-sequence HLA-DQA10301-DQB10302. The binding affinity (normalized) is 0.134. (6) The peptide sequence is SEELRSLYNTVATLYCVHQ. The MHC is HLA-DQA10501-DQB10201 with pseudo-sequence HLA-DQA10501-DQB10201. The binding affinity (normalized) is 0.137.